From a dataset of Catalyst prediction with 721,799 reactions and 888 catalyst types from USPTO. Predict which catalyst facilitates the given reaction. (1) Reactant: CS(O[C@@H:6]1[C@H:13]2[C@H:9]([CH2:10][N:11]([CH2:14][C:15]3[CH:20]=[CH:19][CH:18]=[CH:17][CH:16]=3)[CH2:12]2)[CH2:8][CH2:7]1)(=O)=O.[N-:21]=[N+:22]=[N-:23].[Na+]. Product: [N:21]([C@H:6]1[C@H:13]2[C@H:9]([CH2:10][N:11]([CH2:14][C:15]3[CH:20]=[CH:19][CH:18]=[CH:17][CH:16]=3)[CH2:12]2)[CH2:8][CH2:7]1)=[N+:22]=[N-:23]. The catalyst class is: 675. (2) Reactant: [CH3:1][C:2]1([CH3:8])[O:6][C:5](=[O:7])[CH2:4][CH2:3]1.C[Al](C)C.[NH2:13][C:14]1[CH:19]=[CH:18][C:17]([C:20]([N:22]2[CH2:27][CH2:26][N:25]([CH2:28][C:29]3[CH:34]=[CH:33][C:32]([C:35]([OH:44])([C:40]([F:43])([F:42])[F:41])[C:36]([F:39])([F:38])[F:37])=[CH:31][CH:30]=3)[CH2:24][CH2:23]2)=[O:21])=[CH:16][CH:15]=1.CN(C)C=O. Product: [F:42][C:40]([F:41])([F:43])[C:35]([C:32]1[CH:31]=[CH:30][C:29]([CH2:28][N:25]2[CH2:24][CH2:23][N:22]([C:20]([C:17]3[CH:18]=[CH:19][C:14]([NH:13][C:5](=[O:7])[CH2:4][CH2:3][C:2]([OH:6])([CH3:8])[CH3:1])=[CH:15][CH:16]=3)=[O:21])[CH2:27][CH2:26]2)=[CH:34][CH:33]=1)([OH:44])[C:36]([F:39])([F:38])[F:37]. The catalyst class is: 11. (3) Reactant: [OH:1][C:2]1[CH:11]=[C:10]2[C:5]([C:6](=[O:23])[C:7]([CH3:22])=[C:8]([CH:12]3[CH2:17][CH2:16][N:15]([C:18](=[O:21])[CH2:19][CH3:20])[CH2:14][CH2:13]3)[O:9]2)=[CH:4][CH:3]=1.[CH2:24](Br)[CH:25]=[CH2:26].C(=O)([O-])[O-].[K+].[K+].O. Product: [CH2:26]([O:1][C:2]1[CH:11]=[C:10]2[C:5]([C:6](=[O:23])[C:7]([CH3:22])=[C:8]([CH:12]3[CH2:17][CH2:16][N:15]([C:18](=[O:21])[CH2:19][CH3:20])[CH2:14][CH2:13]3)[O:9]2)=[CH:4][CH:3]=1)[CH:25]=[CH2:24]. The catalyst class is: 21.